Predict which catalyst facilitates the given reaction. From a dataset of Catalyst prediction with 721,799 reactions and 888 catalyst types from USPTO. (1) Reactant: [CH3:1][S:2]([C:5]1[CH:10]=[CH:9][CH:8]=[CH:7][CH:6]=1)(=[O:4])=[O:3].C([Li])CCC.CN(C)CCN(C)C.Cl[CH2:25][C:26]1([CH2:30]Cl)[CH2:29][O:28][CH2:27]1. Product: [C:5]1([S:2]([CH:1]2[CH2:30][C:26]3([CH2:29][O:28][CH2:27]3)[CH2:25]2)(=[O:4])=[O:3])[CH:10]=[CH:9][CH:8]=[CH:7][CH:6]=1. The catalyst class is: 20. (2) The catalyst class is: 2. Product: [F:23][C:24]([F:29])([F:28])[C:25]([OH:27])=[O:26].[NH2:10][CH2:9][C:8]1[CH:18]=[CH:19][C:20]([F:22])=[CH:21][C:7]=1[C:5]([NH:4][CH:1]1[CH2:3][CH2:2]1)=[O:6]. Reactant: [CH:1]1([NH:4][C:5]([C:7]2[CH:21]=[C:20]([F:22])[CH:19]=[CH:18][C:8]=2[CH2:9][NH:10]C(=O)OC(C)(C)C)=[O:6])[CH2:3][CH2:2]1.[F:23][C:24]([F:29])([F:28])[C:25]([OH:27])=[O:26]. (3) Reactant: P(Cl)(Cl)([Cl:3])=O.[Br:6][C:7]1[CH:8]=[C:9]2[C:14](=[CH:15][CH:16]=1)[NH:13][C:12](=O)[CH:11]=[C:10]2[CH3:18]. Product: [Br:6][C:7]1[CH:8]=[C:9]2[C:14](=[CH:15][CH:16]=1)[N:13]=[C:12]([Cl:3])[CH:11]=[C:10]2[CH3:18]. The catalyst class is: 328. (4) Reactant: B(Br)(Br)Br.C[O:6][C:7]1[CH:12]=[C:11]([S:13][CH3:14])[CH:10]=[CH:9][C:8]=1[C:15](=[O:17])[CH3:16]. Product: [OH:6][C:7]1[CH:12]=[C:11]([S:13][CH3:14])[CH:10]=[CH:9][C:8]=1[C:15](=[O:17])[CH3:16]. The catalyst class is: 2. (5) Reactant: [F:1][C:2]([F:10])([F:9])[CH:3]([OH:8])[C:4]([F:7])([F:6])[F:5].Cl[C:12](Cl)([O:14]C(=O)OC(Cl)(Cl)Cl)Cl.C(N(CC)C(C)C)(C)C.[Cl:32][C:33]1[CH:38]=[CH:37][CH:36]=[C:35]([CH2:39][N:40]2[CH2:45][CH2:44][NH:43][CH2:42][CH2:41]2)[C:34]=1[N:46]1[CH2:51][CH2:50][O:49][CH2:48][CH2:47]1. Product: [Cl:32][C:33]1[C:34]([N:46]2[CH2:51][CH2:50][O:49][CH2:48][CH2:47]2)=[C:35]([CH2:39][N:40]2[CH2:45][CH2:44][N:43]([C:12]([O:8][CH:3]([C:4]([F:7])([F:6])[F:5])[C:2]([F:10])([F:9])[F:1])=[O:14])[CH2:42][CH2:41]2)[CH:36]=[CH:37][CH:38]=1. The catalyst class is: 229. (6) Reactant: [C:12]([O:11][C:9](O[C:9]([O:11][C:12]([CH3:15])([CH3:14])[CH3:13])=[O:10])=[O:10])([CH3:15])([CH3:14])[CH3:13].[Cl:16][C:17]1[NH:18][C:19]2[CH:25]=[CH:24][CH:23]=[CH:22][C:20]=2[N:21]=1.C(N(CC)CC)C. Product: [C:12]([O:11][C:9]([N:18]1[C:19]2[CH:25]=[CH:24][CH:23]=[CH:22][C:20]=2[N:21]=[C:17]1[Cl:16])=[O:10])([CH3:13])([CH3:14])[CH3:15]. The catalyst class is: 32.